From a dataset of Full USPTO retrosynthesis dataset with 1.9M reactions from patents (1976-2016). Predict the reactants needed to synthesize the given product. (1) Given the product [C:6]([O:11][CH2:12][CH:13]([OH:15])[CH2:14][N:2]([CH2:3][CH2:4][OH:5])[CH3:1])(=[O:10])[C:7]([CH3:9])=[CH2:8], predict the reactants needed to synthesize it. The reactants are: [CH3:1][NH:2][CH2:3][CH2:4][OH:5].[C:6]([O:11][CH2:12][CH:13]1[O:15][CH2:14]1)(=[O:10])[C:7]([CH3:9])=[CH2:8]. (2) The reactants are: [CH2:1]([O:4][C:5]1[CH:13]=[C:12]2[C:8]([CH:9]=[C:10]([CH2:15][OH:16])[N:11]2[CH3:14])=[CH:7][C:6]=1[Br:17])[CH:2]=[CH2:3].N1C=CN=C1.[CH3:23][C:24]([Si:27](Cl)([CH3:29])[CH3:28])([CH3:26])[CH3:25]. Given the product [CH2:1]([O:4][C:5]1[CH:13]=[C:12]2[C:8]([CH:9]=[C:10]([CH2:15][O:16][Si:27]([C:24]([CH3:26])([CH3:25])[CH3:23])([CH3:29])[CH3:28])[N:11]2[CH3:14])=[CH:7][C:6]=1[Br:17])[CH:2]=[CH2:3], predict the reactants needed to synthesize it. (3) Given the product [F:31][C:28]1[CH:27]=[CH:26][C:25]([CH:12]2[C:13]3=[N:14][NH:15][C:16](=[O:24])[C:17]4[CH:18]=[CH:19][CH:20]=[C:21]([C:22]=43)[NH:23][CH:11]2[C:8]2[CH:7]=[CH:6][C:5]([CH:4]=[O:3])=[CH:10][CH:9]=2)=[CH:30][CH:29]=1, predict the reactants needed to synthesize it. The reactants are: C([O:3][CH:4](OCC)[C:5]1[CH:10]=[CH:9][C:8]([CH:11]2[NH:23][C:21]3[C:22]4[C:13](=[N:14][NH:15][C:16](=[O:24])[C:17]=4[CH:18]=[CH:19][CH:20]=3)[CH:12]2[C:25]2[CH:30]=[CH:29][C:28]([F:31])=[CH:27][CH:26]=2)=[CH:7][CH:6]=1)C.C(=O)([O-])[O-].[K+].[K+].